From a dataset of Full USPTO retrosynthesis dataset with 1.9M reactions from patents (1976-2016). Predict the reactants needed to synthesize the given product. (1) Given the product [CH3:28][O:27][C:24]1[CH:25]=[CH:26][C:21]2[O:20][CH2:19][C:18](=[O:29])[N:17]([CH2:16][CH2:15][N:12]3[CH2:11][CH2:10][CH:9]([NH:8][CH2:41][C:39]4[CH:38]=[CH:37][C:34]5[S:35][CH2:36][C:31](=[O:30])[NH:32][C:33]=5[N:40]=4)[CH2:14][CH2:13]3)[C:22]=2[CH:23]=1, predict the reactants needed to synthesize it. The reactants are: FC(F)(F)C(O)=O.[NH2:8][CH:9]1[CH2:14][CH2:13][N:12]([CH2:15][CH2:16][N:17]2[C:22]3[CH:23]=[C:24]([O:27][CH3:28])[CH:25]=[CH:26][C:21]=3[O:20][CH2:19][C:18]2=[O:29])[CH2:11][CH2:10]1.[O:30]=[C:31]1[CH2:36][S:35][C:34]2[CH:37]=[CH:38][C:39]([CH:41]=O)=[N:40][C:33]=2[NH:32]1.C([BH3-])#N.[Na+]. (2) Given the product [ClH:33].[CH2:24]([N:3]([CH2:1][CH3:2])[C:4]1[N:5]=[C:6]([NH:20][CH2:21][CH2:22][CH3:23])[C:7]2[N:13]=[C:12]([NH:14][CH3:15])[N:11]=[C:10]([NH:16][CH2:17][CH2:18][CH3:19])[C:8]=2[N:9]=1)[CH3:25], predict the reactants needed to synthesize it. The reactants are: [CH2:1]([N:3]([CH2:24][CH3:25])[C:4]1[N:5]=[C:6]([NH:20][CH2:21][CH2:22][CH3:23])[C:7]2[N:13]=[C:12]([NH:14][CH3:15])[N:11]=[C:10]([NH:16][CH2:17][CH2:18][CH3:19])[C:8]=2[N:9]=1)[CH3:2].Cl.C(OCC)C.Cl.[Cl:33]C1N=C(NCCC)C2N=C(NC)N=C(NCCC)C=2N=1. (3) Given the product [Cl:1][C:2]1[CH:3]=[CH:4][C:5]([OH:11])=[C:6]([CH:10]=1)[C:7]([NH:19][C:18]1[CH:20]=[CH:21][CH:22]=[C:16]([C:12]([CH3:15])([CH3:14])[CH3:13])[CH:17]=1)=[O:9], predict the reactants needed to synthesize it. The reactants are: [Cl:1][C:2]1[CH:10]=[C:6]([C:7]([OH:9])=O)[C:5]([OH:11])=[CH:4][CH:3]=1.[C:12]([C:16]1[CH:17]=[C:18]([CH:20]=[CH:21][CH:22]=1)[NH2:19])([CH3:15])([CH3:14])[CH3:13]. (4) Given the product [OH:4][C@H:5]1[CH2:10][CH2:9][C@@:8]([C@H:12]2[CH2:20][CH2:19][C@@:18]3([CH3:21])[C@@H:14]([CH2:15][CH2:16][C:17]3=[CH2:22])[C@@H:13]2[CH2:23][NH:24][C:30]([CH:27]2[CH2:29][CH2:28]2)=[O:31])([CH3:11])[C@@H:7]([CH2:25][OH:26])[CH2:6]1, predict the reactants needed to synthesize it. The reactants are: C([O:4][C@H:5]1[CH2:10][CH2:9][C@@:8]([C@H:12]2[CH2:20][CH2:19][C@@:18]3([CH3:21])[C@@H:14]([CH2:15][CH2:16][C:17]3=[CH2:22])[C@@H:13]2[CH2:23][NH2:24])([CH3:11])[C@@H:7]([CH2:25][OH:26])[CH2:6]1)(=O)C.[CH:27]1([C:30](Cl)=[O:31])[CH2:29][CH2:28]1.[OH-].[Na+].